The task is: Predict the product of the given reaction.. This data is from Forward reaction prediction with 1.9M reactions from USPTO patents (1976-2016). (1) The product is: [OH:7][CH2:6][CH2:5][CH:4]([C:10]1[CH:15]=[CH:14][C:13]([O:16][CH2:17][O:18][CH2:19][CH2:20][O:21][CH3:22])=[CH:12][CH:11]=1)[CH2:3][OH:2]. Given the reactants C[O:2][C:3](=O)[CH:4]([C:10]1[CH:15]=[CH:14][C:13]([O:16][CH2:17][O:18][CH2:19][CH2:20][O:21][CH3:22])=[CH:12][CH:11]=1)[CH2:5][C:6](OC)=[O:7].[H-].[Al+3].[Li+].[H-].[H-].[H-].O, predict the reaction product. (2) Given the reactants [C:1]([C:4]1[C:22](=[O:23])[C@@:8]2([CH3:24])[C:9]3[C:15]([OH:16])=[CH:14][C:13]([O:17][CH3:18])=[C:12]([C:19]([NH2:21])=[O:20])[C:10]=3[O:11][C:7]2=[CH:6][C:5]=1[OH:25])(=[O:3])[CH3:2].[CH3:26][C:27]1[CH:36]=[C:35]([O:37][CH2:38][CH2:39][CH3:40])[C:34]2[C:29](=[CH:30][CH:31]=[CH:32][CH:33]=2)[C:28]=1[CH:41]=O.C([SiH](CC)CC)C.FC(F)(F)C(O)=O, predict the reaction product. The product is: [C:1]([C:4]1[C:22](=[O:23])[C@@:8]2([CH3:24])[C:9]3[C:15]([OH:16])=[CH:14][C:13]([O:17][CH3:18])=[C:12]([C:19]([NH:21][CH2:41][C:28]4[C:29]5[C:34](=[CH:33][CH:32]=[CH:31][CH:30]=5)[C:35]([O:37][CH2:38][CH2:39][CH3:40])=[CH:36][C:27]=4[CH3:26])=[O:20])[C:10]=3[O:11][C:7]2=[CH:6][C:5]=1[OH:25])(=[O:3])[CH3:2]. (3) Given the reactants [F:1][C:2]1[CH:7]=[C:6]([F:8])[CH:5]=[CH:4][C:3]=1[CH2:9][CH2:10][OH:11].Cl[C:13]1[CH:23]=[C:17]2[N:18]([CH3:22])[CH2:19][CH2:20][CH2:21][N:16]2[C:15](=[O:24])[N:14]=1, predict the reaction product. The product is: [F:1][C:2]1[CH:7]=[C:6]([F:8])[CH:5]=[CH:4][C:3]=1[CH2:9][CH2:10][O:11][C:13]1[CH:23]=[C:17]2[N:18]([CH3:22])[CH2:19][CH2:20][CH2:21][N:16]2[C:15](=[O:24])[N:14]=1. (4) Given the reactants CN(C(ON1N=NC2C=CC=NC1=2)=[N+](C)C)C.F[P-](F)(F)(F)(F)F.[Cl:25][C:26]1[N:30]2[CH:31]=[C:32]([C:39]3[CH:43]=[CH:42][O:41][CH:40]=3)[CH:33]=[C:34]([C:35]([F:38])([F:37])[F:36])[C:29]2=[N:28][C:27]=1[C:44](O)=[O:45].[C:47]1([C:53]2([C:58]([OH:60])=[O:59])[CH2:57][CH2:56][CH2:55][NH:54]2)[CH:52]=[CH:51][CH:50]=[CH:49][CH:48]=1, predict the reaction product. The product is: [Cl:25][C:26]1[N:30]2[CH:31]=[C:32]([C:39]3[CH:43]=[CH:42][O:41][CH:40]=3)[CH:33]=[C:34]([C:35]([F:38])([F:36])[F:37])[C:29]2=[N:28][C:27]=1[C:44]([N:54]1[CH2:55][CH2:56][CH2:57][C:53]1([C:47]1[CH:52]=[CH:51][CH:50]=[CH:49][CH:48]=1)[C:58]([OH:60])=[O:59])=[O:45]. (5) Given the reactants ClC1[CH:7]=[CH:6][C:5]([C:8]2[N:12]([CH2:13][C@H:14]([OH:19])[C:15]([F:18])([F:17])[F:16])[C:11](=[O:20])[N:10]([CH2:21][C:22]3[CH:27]=[C:26]([C:28]4[CH:33]=[CH:32][CH:31]=[CH:30][C:29]=4[C:34]([F:37])([F:36])[F:35])[C:25]([C:38]([OH:40])=O)=[CH:24][CH:23]=3)[N:9]=2)=[CH:4]C=1.C1C=CC2N(O)N=[N:47]C=2C=1.[CH2:51]([Cl:54])[CH2:52]Cl.N, predict the reaction product. The product is: [Cl:54][C:51]1[CH:52]=[CH:4][C:5]([C:8]2[N:12]([CH2:13][C@H:14]([OH:19])[C:15]([F:17])([F:16])[F:18])[C:11](=[O:20])[N:10]([CH2:21][C:22]3[CH:27]=[C:26]([C:28]4[CH:33]=[CH:32][CH:31]=[CH:30][C:29]=4[C:34]([F:35])([F:36])[F:37])[C:25]([C:38]([NH2:47])=[O:40])=[CH:24][CH:23]=3)[N:9]=2)=[CH:6][CH:7]=1. (6) Given the reactants [F:1][C:2]([F:19])([F:18])[C:3]1[CH:8]=[CH:7][C:6]([C:9]2[C:10]([C:15](Cl)=[O:16])=[CH:11][CH:12]=[CH:13][CH:14]=2)=[CH:5][CH:4]=1.[NH2:20][C:21]1[CH:26]=[CH:25][C:24]([CH2:27][CH2:28][C:29]2[CH:34]=[CH:33][N:32]=[C:31]([NH:35][C:36](=[O:38])[CH3:37])[N:30]=2)=[CH:23][CH:22]=1.C(N(CC)CC)C.C(OCC)(=O)C, predict the reaction product. The product is: [C:36]([NH:35][C:31]1[N:30]=[C:29]([CH2:28][CH2:27][C:24]2[CH:23]=[CH:22][C:21]([NH:20][C:15]([C:10]3[C:9]([C:6]4[CH:7]=[CH:8][C:3]([C:2]([F:19])([F:18])[F:1])=[CH:4][CH:5]=4)=[CH:14][CH:13]=[CH:12][CH:11]=3)=[O:16])=[CH:26][CH:25]=2)[CH:34]=[CH:33][N:32]=1)(=[O:38])[CH3:37].